From a dataset of Catalyst prediction with 721,799 reactions and 888 catalyst types from USPTO. Predict which catalyst facilitates the given reaction. Reactant: [C:1]([O:5][C:6]([N:8]1[CH2:12][C@H:11]([O:13][CH2:14][C:15]2[CH:20]=[CH:19][CH:18]=[CH:17][CH:16]=2)[CH2:10][C@H:9]1[CH2:21][OH:22])=[O:7])([CH3:4])([CH3:3])[CH3:2].[C:36]1(P([C:36]2[CH:41]=[CH:40][CH:39]=[CH:38][CH:37]=2)[C:36]2[CH:41]=[CH:40][CH:39]=[CH:38][CH:37]=2)[CH:41]=[CH:40][CH:39]=[CH:38][CH:37]=1.N(C([O:52][CH:53]([CH3:55])[CH3:54])=O)=NC([O:52][CH:53]([CH3:55])[CH3:54])=O.Cl.C(=O)(O)[O-].[Na+].[CH2:62]1[CH2:66]OC[CH2:63]1. Product: [C:1]([O:5][C:6]([N:8]1[CH2:12][C@H:11]([O:13][CH2:14][C:15]2[CH:16]=[CH:17][CH:18]=[CH:19][CH:20]=2)[CH2:10][C@H:9]1[CH2:21][O:22][C:62]1[CH:66]=[CH:54][C:53]([O:52][C:36]2[CH:37]=[CH:38][CH:39]=[CH:40][CH:41]=2)=[CH:55][CH:63]=1)=[O:7])([CH3:4])([CH3:3])[CH3:2]. The catalyst class is: 12.